This data is from Reaction yield outcomes from USPTO patents with 853,638 reactions. The task is: Predict the reaction yield, written as a fraction of the theoretical maximum amount of product (1.0 means a 100% yield; for example, 0.34 means a 34% yield). (1) The reactants are [F:1][C:2]1[CH:7]=[CH:6][C:5]([F:8])=[CH:4][C:3]=1[C@H:9]1[CH2:13][CH2:12][CH2:11][N:10]1[C:14]1[CH:19]=[CH:18][N:17]2[N:20]=[CH:21][C:22]([C:23]3[N:24]=[N:25][N:26]([CH2:28][C:29]([N:31]4[CH2:36][CH2:35][N:34](C(OC(C)(C)C)=O)[CH2:33][CH2:32]4)=[O:30])[CH:27]=3)=[C:16]2[N:15]=1.C(O)(C(F)(F)F)=O. The catalyst is C(Cl)Cl. The product is [F:1][C:2]1[CH:7]=[CH:6][C:5]([F:8])=[CH:4][C:3]=1[C@H:9]1[CH2:13][CH2:12][CH2:11][N:10]1[C:14]1[CH:19]=[CH:18][N:17]2[N:20]=[CH:21][C:22]([C:23]3[N:24]=[N:25][N:26]([CH2:28][C:29]([N:31]4[CH2:36][CH2:35][NH:34][CH2:33][CH2:32]4)=[O:30])[CH:27]=3)=[C:16]2[N:15]=1. The yield is 0.870. (2) The reactants are [Br:1][C:2]1[CH:7]=[CH:6][C:5]([CH3:8])=[CH:4][C:3]=1[N+:9]([O-])=O.C(N(CC)CC)C.C(O)=O.C(OCC)(=O)C. The catalyst is [C].[Pt].O. The product is [Br:1][C:2]1[CH:7]=[CH:6][C:5]([CH3:8])=[CH:4][C:3]=1[NH2:9]. The yield is 0.990. (3) The reactants are C[O:2][C:3](=[O:44])[C:4]1[CH:9]=[CH:8][CH:7]=[CH:6][C:5]=1[O:10][C:11]1[CH:16]=[CH:15][CH:14]=[C:13]([O:17][CH2:18][CH2:19][CH2:20][O:21][C:22]2[CH:27]=[C:26]([O:28]CC3C=CC=CC=3)[C:25]([C:36](=O)[CH3:37])=[CH:24][C:23]=2[CH2:39][CH3:40])[C:12]=1[CH2:41][CH2:42][CH3:43].C[Si](C)(C)[N-][Si](C)(C)C.[Li+].C[Si]([Cl:59])(C)C.Cl[N:61]1[C:65](=O)CCC1=O.[F-].C([N+:73](CCCC)(CCCC)CCCC)CCC. The catalyst is O1CCCC1.CCOCC.O. The product is [ClH:59].[CH2:39]([C:23]1[CH:24]=[C:25]([C:36]2[NH:73][CH:65]=[N:61][CH:37]=2)[C:26]([OH:28])=[CH:27][C:22]=1[O:21][CH2:20][CH2:19][CH2:18][O:17][C:13]1[C:12]([CH2:41][CH2:42][CH3:43])=[C:11]([CH:16]=[CH:15][CH:14]=1)[O:10][C:5]1[CH:6]=[CH:7][CH:8]=[CH:9][C:4]=1[C:3]([OH:2])=[O:44])[CH3:40]. The yield is 0.600. (4) The reactants are [NH:1]1[C:9]2[C:4](=[CH:5][CH:6]=[C:7](B(O)O)[CH:8]=2)[CH:3]=[CH:2]1.Br[C:14]1[CH:15]=[C:16]([CH:18]=[CH:19][CH:20]=1)[NH2:17].[O-]P([O-])([O-])=O.[K+].[K+].[K+].C1(P(C2CCCCC2)C2CCCCC2)CCCCC1. The catalyst is O1CCOCC1.C1C=CC(/C=C/C(/C=C/C2C=CC=CC=2)=O)=CC=1.C1C=CC(/C=C/C(/C=C/C2C=CC=CC=2)=O)=CC=1.C1C=CC(/C=C/C(/C=C/C2C=CC=CC=2)=O)=CC=1.[Pd].[Pd]. The product is [NH:1]1[C:9]2[C:4](=[CH:5][CH:6]=[C:7]([C:14]3[CH:15]=[C:16]([NH2:17])[CH:18]=[CH:19][CH:20]=3)[CH:8]=2)[CH:3]=[CH:2]1. The yield is 0.790.